From a dataset of Peptide-MHC class I binding affinity with 185,985 pairs from IEDB/IMGT. Regression. Given a peptide amino acid sequence and an MHC pseudo amino acid sequence, predict their binding affinity value. This is MHC class I binding data. (1) The peptide sequence is MPASWVMRI. The MHC is HLA-B53:01 with pseudo-sequence HLA-B53:01. The binding affinity (normalized) is 0.980. (2) The peptide sequence is LFFFVYENAF. The MHC is HLA-A26:01 with pseudo-sequence HLA-A26:01. The binding affinity (normalized) is 0.114. (3) The binding affinity (normalized) is 0.662. The MHC is HLA-A02:02 with pseudo-sequence HLA-A02:02. The peptide sequence is LLILSCIFA. (4) The peptide sequence is EGINPNMSCD. The MHC is H-2-Kb with pseudo-sequence H-2-Kb. The binding affinity (normalized) is 0. (5) The binding affinity (normalized) is 0.149. The peptide sequence is NTRDHVNLV. The MHC is HLA-A26:01 with pseudo-sequence HLA-A26:01.